Dataset: Full USPTO retrosynthesis dataset with 1.9M reactions from patents (1976-2016). Task: Predict the reactants needed to synthesize the given product. (1) The reactants are: Br[CH2:2][C:3]1[CH:4]=[C:5]([CH2:9][CH2:10][CH2:11][O:12]C2CCCCO2)[CH:6]=[CH:7][CH:8]=1.[NH2:19][C:20]1[CH:25]=[CH:24][CH:23]=[CH:22][C:21]=1/[CH:26]=[CH:27]/[C:28]([O:30][CH3:31])=[O:29].C(=O)([O-])[O-].[K+].[K+]. Given the product [OH:12][CH2:11][CH2:10][CH2:9][C:5]1[CH:4]=[C:3]([CH:8]=[CH:7][CH:6]=1)[CH2:2][NH:19][C:20]1[CH:25]=[CH:24][CH:23]=[CH:22][C:21]=1/[CH:26]=[CH:27]/[C:28]([O:30][CH3:31])=[O:29], predict the reactants needed to synthesize it. (2) Given the product [OH:8][N:9]1[C:14]2[N:15]=[CH:16][N:17]=[CH:18][C:13]=2[C:12]([NH:19][CH2:20][C:21]2[CH:26]=[CH:25][C:24]([OH:27])=[CH:23][CH:22]=2)=[CH:11][C:10]1=[O:35], predict the reactants needed to synthesize it. The reactants are: C([O:8][N:9]1[C:14]2[N:15]=[CH:16][N:17]=[CH:18][C:13]=2[C:12]([NH:19][CH2:20][C:21]2[CH:26]=[CH:25][C:24]([O:27]CC3C=CC=CC=3)=[CH:23][CH:22]=2)=[CH:11][C:10]1=[O:35])C1C=CC=CC=1.CO.[H][H].